This data is from Forward reaction prediction with 1.9M reactions from USPTO patents (1976-2016). The task is: Predict the product of the given reaction. Given the reactants Br[C:2]1[CH:3]=[C:4]([CH:16]=[C:17]([Cl:19])[CH:18]=1)[O:5][C:6]1[C:14]2[N:13]=[CH:12][NH:11][C:10]=2[CH:9]=[CH:8][C:7]=1[Cl:15].[CH3:20][N:21](C=O)C, predict the reaction product. The product is: [Cl:19][C:17]1[CH:18]=[C:2]([CH:3]=[C:4]([O:5][C:6]2[C:14]3[N:13]=[CH:12][NH:11][C:10]=3[CH:9]=[CH:8][C:7]=2[Cl:15])[CH:16]=1)[C:20]#[N:21].